Dataset: Full USPTO retrosynthesis dataset with 1.9M reactions from patents (1976-2016). Task: Predict the reactants needed to synthesize the given product. (1) Given the product [OH:4][C@@H:5]1[CH2:9][CH2:8][C@H:7]([CH2:10][C:11]([NH:13][C:14]2[S:15][C:16]3[C:22]([N:23]4[CH2:28][CH2:27][O:26][CH2:25][CH2:24]4)=[CH:21][CH:20]=[C:19]([O:29][CH3:30])[C:17]=3[N:18]=2)=[O:12])[CH2:6]1, predict the reactants needed to synthesize it. The reactants are: C([O:4][C@@H:5]1[CH2:9][CH2:8][C@H:7]([CH2:10][C:11]([NH:13][C:14]2[S:15][C:16]3[C:22]([N:23]4[CH2:28][CH2:27][O:26][CH2:25][CH2:24]4)=[CH:21][CH:20]=[C:19]([O:29][CH3:30])[C:17]=3[N:18]=2)=[O:12])[CH2:6]1)(=O)C.C(=O)([O-])[O-].[K+].[K+].C[O-].[Na+]. (2) Given the product [F:23][C:2]([F:1])([F:22])[C:3]1[CH:17]=[C:16]([C:18]([F:21])([F:20])[F:19])[CH:15]=[CH:14][C:4]=1[CH2:5][N:6]1[CH2:11][CH2:10][CH:9](/[CH:12]=[C:27]2/[C:28]([NH:30][C@@H:31]([C:34]([N:36]([CH3:38])[CH3:37])=[O:35])[CH2:32][OH:33])=[N:29][C:25](=[O:24])[S:26]/2)[CH2:8][CH2:7]1, predict the reactants needed to synthesize it. The reactants are: [F:1][C:2]([F:23])([F:22])[C:3]1[CH:17]=[C:16]([C:18]([F:21])([F:20])[F:19])[CH:15]=[CH:14][C:4]=1[CH2:5][N:6]1[CH2:11][CH2:10][CH:9]([CH:12]=O)[CH2:8][CH2:7]1.[O:24]=[C:25]1[N:29]=[C:28]([NH:30][C@@H:31]([C:34]([N:36]([CH3:38])[CH3:37])=[O:35])[CH2:32][OH:33])[CH2:27][S:26]1.C([O-])(=O)C.[NH2+]1CCCCC1. (3) Given the product [CH3:1][C:2]1[O:6][N:5]=[C:4]([C:7]2[CH:8]=[CH:9][CH:10]=[CH:11][CH:12]=2)[C:3]=1[CH2:13][O:14][C:15]1[CH:23]=[CH:22][C:18]([C:19]([NH:24][C:25]2[CH:30]=[CH:29][CH:28]=[CH:27][CH:26]=2)=[O:21])=[CH:17][N:16]=1, predict the reactants needed to synthesize it. The reactants are: [CH3:1][C:2]1[O:6][N:5]=[C:4]([C:7]2[CH:12]=[CH:11][CH:10]=[CH:9][CH:8]=2)[C:3]=1[CH2:13][O:14][C:15]1[CH:23]=[CH:22][C:18]([C:19]([OH:21])=O)=[CH:17][N:16]=1.[NH2:24][C:25]1[CH:30]=[CH:29][CH:28]=[CH:27][CH:26]=1.